Dataset: Full USPTO retrosynthesis dataset with 1.9M reactions from patents (1976-2016). Task: Predict the reactants needed to synthesize the given product. (1) Given the product [C:3]1([C:8]2[CH:13]=[CH:12][CH:11]=[CH:10][CH:9]=2)[C:2]([B:23]([OH:24])[OH:22])=[CH:7][CH:6]=[CH:5][CH:4]=1, predict the reactants needed to synthesize it. The reactants are: Br[C:2]1[CH:7]=[CH:6][CH:5]=[CH:4][C:3]=1[C:8]1[CH:13]=[CH:12][CH:11]=[CH:10][CH:9]=1.C([Li])CCC.C([O:22][B:23](OC(C)C)[O:24]C(C)C)(C)C.Cl. (2) Given the product [Cl:1][C:2]1[CH:9]=[C:8]([C:10]2[CH2:14][C:13]([C:19]3[CH:20]=[C:21]([Cl:26])[CH:22]=[C:23]([Cl:25])[CH:24]=3)([C:15]([F:18])([F:17])[F:16])[S:12][N:11]=2)[CH:7]=[CH:6][C:3]=1[C:4]([NH2:5])=[O:30], predict the reactants needed to synthesize it. The reactants are: [Cl:1][C:2]1[CH:9]=[C:8]([C:10]2[CH2:14][C:13]([C:19]3[CH:24]=[C:23]([Cl:25])[CH:22]=[C:21]([Cl:26])[CH:20]=3)([C:15]([F:18])([F:17])[F:16])[S:12][N:11]=2)[CH:7]=[CH:6][C:3]=1[C:4]#[N:5].C(=N[OH:30])C.[Cl-].[Cl-].[Cl-].[In+3].[OH-].[NH4+].